From a dataset of Forward reaction prediction with 1.9M reactions from USPTO patents (1976-2016). Predict the product of the given reaction. (1) Given the reactants [OH:1][CH2:2][CH2:3][CH2:4][C:5]1[CH:6]=[C:7]([CH:11]([C:22]2[CH:27]=[CH:26][CH:25]=[CH:24][C:23]=2[CH3:28])[CH2:12][C:13]([C:15]2[CH:20]=[CH:19][N:18]=[C:17]([CH3:21])[CH:16]=2)=O)[CH:8]=[CH:9][CH:10]=1.Cl.[NH2:30][OH:31].C([O-])(O)=O.[Na+], predict the reaction product. The product is: [OH:1][CH2:2][CH2:3][CH2:4][C:5]1[CH:6]=[C:7]([CH:11]([C:22]2[CH:27]=[CH:26][CH:25]=[CH:24][C:23]=2[CH3:28])[CH2:12][C:13]([C:15]2[CH:20]=[CH:19][N:18]=[C:17]([CH3:21])[CH:16]=2)=[N:30][OH:31])[CH:8]=[CH:9][CH:10]=1. (2) Given the reactants [F:1][C:2]1[CH:7]=[CH:6][C:5]([C:8]([F:11])([F:10])[F:9])=[CH:4][C:3]=1[C:12]1[CH:16]=[C:15]([C:17]2[CH:26]=[CH:25][C:24]3[C:19](=[CH:20][CH:21]=[C:22]([O:27][CH3:28])[CH:23]=3)[CH:18]=2)[N:14]([C@H:29]([C:31]2[CH:41]=[CH:40][C:34]([C:35]([O:37]CC)=[O:36])=[CH:33][CH:32]=2)[CH3:30])[N:13]=1.[OH-].[Na+], predict the reaction product. The product is: [F:1][C:2]1[CH:7]=[CH:6][C:5]([C:8]([F:11])([F:10])[F:9])=[CH:4][C:3]=1[C:12]1[CH:16]=[C:15]([C:17]2[CH:26]=[CH:25][C:24]3[C:19](=[CH:20][CH:21]=[C:22]([O:27][CH3:28])[CH:23]=3)[CH:18]=2)[N:14]([C@H:29]([C:31]2[CH:32]=[CH:33][C:34]([C:35]([OH:37])=[O:36])=[CH:40][CH:41]=2)[CH3:30])[N:13]=1.